From a dataset of Full USPTO retrosynthesis dataset with 1.9M reactions from patents (1976-2016). Predict the reactants needed to synthesize the given product. Given the product [F:35][C:34]([F:37])([F:36])[C:32]([OH:38])=[O:33].[F:21][C:22]1[C:27]([CH3:28])=[CH:26][C:25]([NH:29][C:2]2[N:7]=[C:6]([NH:8][C:9]3[CH:10]=[CH:11][C:12]4[O:16][C:15](=[O:17])[NH:14][C:13]=4[CH:18]=3)[C:5]([CH3:19])=[CH:4][N:3]=2)=[CH:24][C:23]=1[O:30][CH3:31], predict the reactants needed to synthesize it. The reactants are: Cl[C:2]1[N:7]=[C:6]([NH:8][C:9]2[CH:10]=[CH:11][C:12]3[O:16][C:15](=[O:17])[NH:14][C:13]=3[CH:18]=2)[C:5]([CH3:19])=[CH:4][N:3]=1.Cl.[F:21][C:22]1[C:27]([CH3:28])=[CH:26][C:25]([NH2:29])=[CH:24][C:23]=1[O:30][CH3:31].[C:32]([OH:38])([C:34]([F:37])([F:36])[F:35])=[O:33].ClC1N=CC=CN=1.